Dataset: NCI-60 drug combinations with 297,098 pairs across 59 cell lines. Task: Regression. Given two drug SMILES strings and cell line genomic features, predict the synergy score measuring deviation from expected non-interaction effect. (1) Drug 1: C1CN1P(=S)(N2CC2)N3CC3. Drug 2: CC1CCC2CC(C(=CC=CC=CC(CC(C(=O)C(C(C(=CC(C(=O)CC(OC(=O)C3CCCCN3C(=O)C(=O)C1(O2)O)C(C)CC4CCC(C(C4)OC)O)C)C)O)OC)C)C)C)OC. Cell line: HL-60(TB). Synergy scores: CSS=56.5, Synergy_ZIP=0.889, Synergy_Bliss=-3.79, Synergy_Loewe=-10.6, Synergy_HSA=-10.6. (2) Drug 1: CC1CCC2CC(C(=CC=CC=CC(CC(C(=O)C(C(C(=CC(C(=O)CC(OC(=O)C3CCCCN3C(=O)C(=O)C1(O2)O)C(C)CC4CCC(C(C4)OC)OCCO)C)C)O)OC)C)C)C)OC. Drug 2: C1=NC2=C(N1)C(=S)N=CN2. Cell line: TK-10. Synergy scores: CSS=37.4, Synergy_ZIP=-1.39, Synergy_Bliss=2.92, Synergy_Loewe=-2.02, Synergy_HSA=2.02. (3) Drug 1: CC(C1=C(C=CC(=C1Cl)F)Cl)OC2=C(N=CC(=C2)C3=CN(N=C3)C4CCNCC4)N. Drug 2: C1CNP(=O)(OC1)N(CCCl)CCCl. Cell line: 786-0. Synergy scores: CSS=5.65, Synergy_ZIP=2.39, Synergy_Bliss=4.00, Synergy_Loewe=-0.0506, Synergy_HSA=1.89. (4) Drug 1: CCC1(CC2CC(C3=C(CCN(C2)C1)C4=CC=CC=C4N3)(C5=C(C=C6C(=C5)C78CCN9C7C(C=CC9)(C(C(C8N6C=O)(C(=O)OC)O)OC(=O)C)CC)OC)C(=O)OC)O.OS(=O)(=O)O. Drug 2: C1CN1C2=NC(=NC(=N2)N3CC3)N4CC4. Cell line: K-562. Synergy scores: CSS=35.7, Synergy_ZIP=-3.08, Synergy_Bliss=-2.88, Synergy_Loewe=-1.40, Synergy_HSA=-0.371.